Dataset: Full USPTO retrosynthesis dataset with 1.9M reactions from patents (1976-2016). Task: Predict the reactants needed to synthesize the given product. (1) The reactants are: [CH:1]([N:4]([CH:7]([CH3:9])C)[CH2:5][CH3:6])([CH3:3])C.[CH:10]1[CH:11]=[CH:12][C:13]2N(O)N=N[C:14]=2[CH:15]=1.CN(C(O[N:28]1N=N[C:30]2[CH:31]=CC=C[C:29]1=2)=[N+](C)C)C.F[P-](F)(F)(F)(F)F.CN(C=O)C.C(O)(C(F)(F)F)=O. Given the product [CH2:7]([N:4]1[CH2:1][CH2:3][CH:31]2[CH2:30][CH2:29][NH:28][CH:6]2[CH2:5]1)[CH2:9][C:15]1[CH:14]=[CH:13][CH:12]=[CH:11][CH:10]=1, predict the reactants needed to synthesize it. (2) The reactants are: [CH3:1][CH2:2][C:3](=[O:12])[CH2:4][C:5](=[O:11])[CH2:6][CH2:7][CH:8]=[CH:9][CH3:10].C([O-])(=[O:15])C.C([O-])(=O)C.C([O-])(=O)C.[Cl:25][C:26]1[CH:40]=[CH:39][C:29]([C:30]2[CH:31]=[CH:32][C:33]([CH2:37][CH3:38])=C([Pb+3])[CH:35]=2)=[CH:28][CH:27]=1.C(Cl)(Cl)Cl.Cl. Given the product [Cl:25][C:26]1[CH:40]=[CH:39][C:29]([C:30]2[CH:31]=[CH:32][C:33]([CH2:37][CH3:38])=[C:1]([CH:2]3[C:3](=[O:12])[CH:4]4[CH:9]([CH:8]5[O:11][CH:5]4[CH:6]=[CH:7]5)[C:10]3=[O:15])[CH:35]=2)=[CH:28][CH:27]=1, predict the reactants needed to synthesize it. (3) Given the product [F:5][C:6]1[CH:12]=[C:11]([CH3:13])[C:10]([O:14][C:15]([O:17][CH3:18])=[O:16])=[CH:9][C:7]=1[OH:2], predict the reactants needed to synthesize it. The reactants are: N([O-])=[O:2].[Na+].[F:5][C:6]1[CH:12]=[C:11]([CH3:13])[C:10]([O:14][C:15]([O:17][CH3:18])=[O:16])=[CH:9][C:7]=1N. (4) Given the product [CH2:30]([C:37]1[CH:38]=[C:39]([NH:43][C:44]([N:16]2[CH2:15][C:14]3[CH:13]=[N:12][C:11]4[NH:10][N:9]=[CH:8][C:20]=4[C:19]=3[CH2:18][CH2:17]2)=[O:45])[CH:40]=[CH:41][CH:42]=1)[C:31]1[CH:32]=[CH:33][CH:34]=[CH:35][CH:36]=1, predict the reactants needed to synthesize it. The reactants are: FC(F)(F)C([O-])=O.[CH:8]1[C:20]2[C:19]3[CH2:18][CH2:17][NH2+:16][CH2:15][C:14]=3[CH:13]=[N:12][C:11]=2[NH:10][N:9]=1.CCN(C(C)C)C(C)C.[CH2:30]([C:37]1[CH:42]=[CH:41][CH:40]=[C:39]([N:43]=[C:44]=[O:45])[CH:38]=1)[C:31]1[CH:36]=[CH:35][CH:34]=[CH:33][CH:32]=1.ClCCl. (5) Given the product [N:31]1[CH:32]=[CH:33][CH:34]=[CH:35][C:30]=1[N:29]1[C:28]2[CH:36]=[CH:37][CH:38]=[CH:39][C:27]=2[N:24]=[C:40]1[C:13]1[CH:14]=[CH:15][C:16]([Br:19])=[CH:17][CH:18]=1, predict the reactants needed to synthesize it. The reactants are: N1C=CC=CC=1NC1C=CC=CC=1C(N[C:13]1[CH:18]=[CH:17][C:16]([Br:19])=[CH:15][CH:14]=1)=O.[N+:24]([C:27]1[CH:39]=[CH:38][CH:37]=[CH:36][C:28]=1[NH:29][C:30]1[CH:35]=[CH:34][CH:33]=[CH:32][N:31]=1)([O-])=O.[C:40]1(C)C(C)=CC=CC=1. (6) Given the product [C:16]([C:15]1[CH:18]=[C:11]([C:10]#[C:9][C:4]2[CH:5]=[CH:6][C:7]([F:8])=[C:2]([N:1]([S:20]([CH3:19])(=[O:22])=[O:21])[S:20]([CH3:19])(=[O:22])=[O:21])[CH:3]=2)[CH:12]=[N:13][CH:14]=1)#[N:17], predict the reactants needed to synthesize it. The reactants are: [NH2:1][C:2]1[CH:3]=[C:4]([C:9]#[C:10][C:11]2[CH:12]=[N:13][CH:14]=[C:15]([CH:18]=2)[C:16]#[N:17])[CH:5]=[CH:6][C:7]=1[F:8].[CH3:19][S:20](Cl)(=[O:22])=[O:21].